Dataset: NCI-60 drug combinations with 297,098 pairs across 59 cell lines. Task: Regression. Given two drug SMILES strings and cell line genomic features, predict the synergy score measuring deviation from expected non-interaction effect. (1) Drug 1: C1=CC=C(C(=C1)C(C2=CC=C(C=C2)Cl)C(Cl)Cl)Cl. Drug 2: CN(C(=O)NC(C=O)C(C(C(CO)O)O)O)N=O. Cell line: MDA-MB-231. Synergy scores: CSS=3.22, Synergy_ZIP=-2.11, Synergy_Bliss=-2.00, Synergy_Loewe=-0.853, Synergy_HSA=-1.17. (2) Drug 2: CCCCCOC(=O)NC1=NC(=O)N(C=C1F)C2C(C(C(O2)C)O)O. Cell line: CAKI-1. Drug 1: CC1C(C(CC(O1)OC2CC(CC3=C2C(=C4C(=C3O)C(=O)C5=C(C4=O)C(=CC=C5)OC)O)(C(=O)C)O)N)O.Cl. Synergy scores: CSS=28.6, Synergy_ZIP=-9.88, Synergy_Bliss=-4.61, Synergy_Loewe=-83.2, Synergy_HSA=-3.17. (3) Drug 1: C(CN)CNCCSP(=O)(O)O. Drug 2: CC1C(C(CC(O1)OC2CC(CC3=C2C(=C4C(=C3O)C(=O)C5=CC=CC=C5C4=O)O)(C(=O)C)O)N)O. Cell line: HT29. Synergy scores: CSS=28.6, Synergy_ZIP=-0.103, Synergy_Bliss=-2.38, Synergy_Loewe=-31.1, Synergy_HSA=-3.18. (4) Drug 1: C1CN1P(=S)(N2CC2)N3CC3. Drug 2: CCC1(CC2CC(C3=C(CCN(C2)C1)C4=CC=CC=C4N3)(C5=C(C=C6C(=C5)C78CCN9C7C(C=CC9)(C(C(C8N6C)(C(=O)OC)O)OC(=O)C)CC)OC)C(=O)OC)O.OS(=O)(=O)O. Cell line: COLO 205. Synergy scores: CSS=20.1, Synergy_ZIP=-5.71, Synergy_Bliss=1.03, Synergy_Loewe=-7.24, Synergy_HSA=-2.41.